Dataset: Full USPTO retrosynthesis dataset with 1.9M reactions from patents (1976-2016). Task: Predict the reactants needed to synthesize the given product. (1) Given the product [NH2:24][CH2:23][CH2:22][N:19]1[C:20](=[O:21])[N:16]([C:13]2[CH:14]=[CH:15][C:10]([C:8]3[CH:7]=[CH:6][C:5]4[O:1][CH:2]=[CH:3][C:4]=4[CH:9]=3)=[CH:11][CH:12]=2)[C:17]([CH2:35][C@@H:36]2[CH2:40][CH2:39][N:38]([C:41]([CH:43]3[CH2:45][CH2:44]3)=[O:42])[CH2:37]2)=[N:18]1, predict the reactants needed to synthesize it. The reactants are: [O:1]1[C:5]2[CH:6]=[CH:7][C:8]([C:10]3[CH:15]=[CH:14][C:13]([N:16]4[C:20](=[O:21])[N:19]([CH2:22][CH2:23][N:24]5C(=O)C6C(=CC=CC=6)C5=O)[N:18]=[C:17]4[CH2:35][C@@H:36]4[CH2:40][CH2:39][N:38]([C:41]([CH:43]5[CH2:45][CH2:44]5)=[O:42])[CH2:37]4)=[CH:12][CH:11]=3)=[CH:9][C:4]=2[CH:3]=[CH:2]1.O.NN.C1(=O)NC(=O)C2=CC=CC=C12. (2) Given the product [C:34]([C:33]1[CH:32]=[CH:31][C:30]([C:28]([NH:27][NH2:26])=[O:29])=[CH:37][CH:36]=1)#[N:35], predict the reactants needed to synthesize it. The reactants are: ClC1C=CC=CC=1N1C(C2C=CC(S(C)(=O)=O)=CN=2)=NN=C1C=CC1[O:29][C:28]([C:30]2[CH:37]=[CH:36][C:33]([C:34]#[N:35])=[CH:32][CH:31]=2)=[N:27][N:26]=1.NN.O. (3) Given the product [Cl:23][C:10]1[C:11]2[C:16](=[CH:15][C:14]([O:18][CH3:19])=[CH:13][CH:12]=2)[CH:17]=[C:8]([C:5]2[CH:6]=[CH:7][C:2]([F:1])=[CH:3][CH:4]=2)[N:9]=1, predict the reactants needed to synthesize it. The reactants are: [F:1][C:2]1[CH:7]=[CH:6][C:5]([C:8]2[N:9]=[C:10](O)[C:11]3[C:16]([CH:17]=2)=[CH:15][C:14]([O:18][CH3:19])=[CH:13][CH:12]=3)=[CH:4][CH:3]=1.O=P(Cl)(Cl)[Cl:23].